This data is from Reaction yield outcomes from USPTO patents with 853,638 reactions. The task is: Predict the reaction yield, written as a fraction of the theoretical maximum amount of product (1.0 means a 100% yield; for example, 0.34 means a 34% yield). (1) The reactants are C(N(CC)CC)C.[CH2:8]([CH:11]([CH2:15][CH2:16][CH3:17])[C:12](Cl)=[O:13])[CH2:9][CH3:10].[CH2:18]([O:20][C:21]#[CH:22])[CH3:19]. The catalyst is C1(C)C=CC=CC=1. The product is [CH2:21]([O:20][C:18]1[C:11]([CH2:15][CH2:16][CH3:17])([CH2:8][CH2:9][CH3:10])[C:12](=[O:13])[CH:19]=1)[CH3:22]. The yield is 0.670. (2) The yield is 0.410. The catalyst is CN(C=O)C.C(#N)C. The product is [NH2:1][C:2]1[C:3]([C:4]([O:6][CH2:7][CH:8]=[CH2:9])=[O:21])=[C:10]([NH2:11])[NH:23][N:22]=1. The reactants are [NH2:1][C:2](C(Cl)(Cl)Cl)=[C:3]([C:10]#[N:11])[C:4]([O:6][CH2:7][CH:8]=[CH2:9])=O.CC([O-])=O.[K+].[OH2:21].[NH2:22][NH2:23].C(Cl)Cl. (3) The reactants are Cl[C:2]1[N:11]=[C:10]([C:12]#[N:13])[C:9]([Cl:14])=[CH:8][C:3]=1[C:4]([O:6][CH3:7])=[O:5].[F:15][C:16]1[CH:17]=[C:18](B(O)O)[CH:19]=[C:20]([F:22])[CH:21]=1.C(=O)([O-])[O-].[K+].[K+]. The catalyst is O.O1CCOCC1.Cl[Pd](Cl)([P](C1C=CC=CC=1)(C1C=CC=CC=1)C1C=CC=CC=1)[P](C1C=CC=CC=1)(C1C=CC=CC=1)C1C=CC=CC=1. The product is [Cl:14][C:9]1[C:10]([C:12]#[N:13])=[N:11][C:2]([C:18]2[CH:17]=[C:16]([F:15])[CH:21]=[C:20]([F:22])[CH:19]=2)=[C:3]([CH:8]=1)[C:4]([O:6][CH3:7])=[O:5]. The yield is 0.940.